This data is from Full USPTO retrosynthesis dataset with 1.9M reactions from patents (1976-2016). The task is: Predict the reactants needed to synthesize the given product. Given the product [Br:1][CH2:2][C:3]1[CH:11]=[CH:10][C:6]([C:7]([NH2:16])=[O:8])=[CH:5][CH:4]=1, predict the reactants needed to synthesize it. The reactants are: [Br:1][CH2:2][C:3]1[CH:11]=[CH:10][C:6]([C:7](O)=[O:8])=[CH:5][CH:4]=1.S(Cl)(Cl)=O.[NH4+:16].[OH-].O.